This data is from Full USPTO retrosynthesis dataset with 1.9M reactions from patents (1976-2016). The task is: Predict the reactants needed to synthesize the given product. (1) Given the product [C:1]([O:4][CH2:5][O:6][C:7](=[O:28])[C:8]([NH:19][NH2:20])([CH3:18])[CH2:9][C:10]1[CH:15]=[CH:14][C:13]([O:16][C:30]([O:32][CH2:33][CH3:34])=[O:31])=[C:12]([O:17][C:5]([O:4][CH2:1][CH3:2])=[O:6])[CH:11]=1)(=[O:3])[CH3:2], predict the reactants needed to synthesize it. The reactants are: [C:1]([O:4][CH2:5][O:6][C:7](=[O:28])[C:8]([NH:19][NH:20]C(OC(C)(C)C)=O)([CH3:18])[CH2:9][C:10]1[CH:15]=[CH:14][C:13]([OH:16])=[C:12]([OH:17])[CH:11]=1)(=[O:3])[CH3:2].Cl[C:30]([O:32][CH2:33][CH3:34])=[O:31]. (2) Given the product [CH2:28]([O:31][C:32](=[O:34])[C:18]1[CH:17]=[CH:16][CH:15]=[C:14]([N:9]2[C:10]([CH3:13])=[CH:11][CH:12]=[C:8]2[C:6]2[CH:7]=[C:2]([Br:1])[CH:3]=[CH:4][C:5]=2[O:21][CH3:22])[N:19]=1)[CH3:29], predict the reactants needed to synthesize it. The reactants are: [Br:1][C:2]1[CH:3]=[CH:4][C:5]([O:21][CH3:22])=[C:6]([C:8]2[N:9]([C:14]3[N:19]=[C:18](Br)[CH:17]=[CH:16][CH:15]=3)[C:10]([CH3:13])=[CH:11][CH:12]=2)[CH:7]=1.C(N([CH2:28][CH3:29])CC)C.[C]=[O:31].[CH2:32]([OH:34])C. (3) Given the product [C:25]([O:29][C:30](=[O:51])[CH2:31][O:32][CH2:33][CH2:34][O:35][CH2:36][CH2:37][O:38][CH2:39][CH2:40][O:41][CH2:42][CH2:43][O:44][CH2:45][CH2:46][O:47][CH2:48][CH2:1][Br:5])([CH3:28])([CH3:27])[CH3:26], predict the reactants needed to synthesize it. The reactants are: [C:1]([Br:5])(Br)(Br)Br.C1(P(C2C=CC=CC=2)C2C=CC=CC=2)C=CC=CC=1.[C:25]([O:29][C:30](=[O:51])[CH2:31][O:32][CH2:33][CH2:34][O:35][CH2:36][CH2:37][O:38][CH2:39][CH2:40][O:41][CH2:42][CH2:43][O:44][CH2:45][CH2:46][O:47][CH2:48]CO)([CH3:28])([CH3:27])[CH3:26].